From a dataset of Catalyst prediction with 721,799 reactions and 888 catalyst types from USPTO. Predict which catalyst facilitates the given reaction. Reactant: [NH2:1][C:2]1[C:7]([Cl:8])=[CH:6][C:5]([C:9]([F:12])([F:11])[F:10])=[CH:4][N:3]=1.Br[CH2:14][C:15](=O)[C:16]([O:18][CH2:19][CH3:20])=[O:17]. Product: [Cl:8][C:7]1[C:2]2[N:3]([CH:14]=[C:15]([C:16]([O:18][CH2:19][CH3:20])=[O:17])[N:1]=2)[CH:4]=[C:5]([C:9]([F:12])([F:10])[F:11])[CH:6]=1. The catalyst class is: 14.